This data is from CYP2C19 inhibition data for predicting drug metabolism from PubChem BioAssay. The task is: Regression/Classification. Given a drug SMILES string, predict its absorption, distribution, metabolism, or excretion properties. Task type varies by dataset: regression for continuous measurements (e.g., permeability, clearance, half-life) or binary classification for categorical outcomes (e.g., BBB penetration, CYP inhibition). Dataset: cyp2c19_veith. (1) The drug is Cc1cc(O)c(-c2cc(O)c(C)cc2O)cc1O. The result is 1 (inhibitor). (2) The molecule is CCCOc1ccccc1C1CC(=O)NC(C)=C1C(=O)OCC(C)C. The result is 1 (inhibitor). (3) The result is 0 (non-inhibitor). The compound is COCC(=O)N1CCC2(CC1)CN(C(=O)Nc1ccc(OC)cc1)C2.